Dataset: Forward reaction prediction with 1.9M reactions from USPTO patents (1976-2016). Task: Predict the product of the given reaction. (1) Given the reactants [CH3:1][O:2][C:3](=[O:17])[C:4]1[CH:9]=[CH:8][C:7]([NH2:10])=[CH:6][C:5]=1[CH2:11][S:12][C:13]([CH3:16])([CH3:15])[CH3:14].[CH2:18](N(CC)CC)C.[C:25](Cl)(=[O:30])[C:26]([CH3:29])([CH3:28])[CH3:27].CCOC(C)=O, predict the reaction product. The product is: [CH2:1]([O:2][C:3](=[O:17])[C:4]1[CH:9]=[CH:8][C:7]([NH:10][C:25](=[O:30])[C:26]([CH3:29])([CH3:28])[CH3:27])=[CH:6][C:5]=1[CH2:11][S:12][C:13]([CH3:14])([CH3:16])[CH3:15])[CH3:18]. (2) Given the reactants [F:1][C:2]1[CH:20]=[CH:19][C:5]([NH:6][CH2:7][C:8]2[CH:18]=[CH:17][C:11]3[N:12]=[C:13]([S:15][CH3:16])[S:14][C:10]=3[CH:9]=2)=[C:4]([N+:21]([O-])=O)[CH:3]=1.C(O)(=O)C.CO, predict the reaction product. The product is: [F:1][C:2]1[CH:3]=[C:4]([NH2:21])[C:5]([NH:6][CH2:7][C:8]2[CH:18]=[CH:17][C:11]3[N:12]=[C:13]([S:15][CH3:16])[S:14][C:10]=3[CH:9]=2)=[CH:19][CH:20]=1. (3) The product is: [CH3:15][S:16]([C:2]1[C:11]([CH:12]=[O:13])=[CH:10][C:9]2[C:4](=[CH:5][CH:6]=[C:7]([CH3:14])[CH:8]=2)[N:3]=1)(=[O:18])=[O:17]. Given the reactants Cl[C:2]1[C:11]([CH:12]=[O:13])=[CH:10][C:9]2[C:4](=[CH:5][CH:6]=[C:7]([CH3:14])[CH:8]=2)[N:3]=1.[CH3:15][S:16]([O-:18])=[O:17].[Na+], predict the reaction product.